Predict the reactants needed to synthesize the given product. From a dataset of Full USPTO retrosynthesis dataset with 1.9M reactions from patents (1976-2016). (1) Given the product [Cl:22][C:23]1[N:24]=[CH:25][N:26]([C:28]2[CH:34]=[CH:33][C:31]([NH:32][C:2]3[N:3]=[C:4]([NH:17][CH:18]4[CH2:19][CH2:20][CH2:21]4)[C:5]4[CH2:10][CH2:9][CH:8]([C:11]5[CH:12]=[CH:13][CH:14]=[CH:15][CH:16]=5)[C:6]=4[N:7]=3)=[CH:30][C:29]=2[O:35][CH3:36])[CH:27]=1, predict the reactants needed to synthesize it. The reactants are: Cl[C:2]1[N:3]=[C:4]([NH:17][CH:18]2[CH2:21][CH2:20][CH2:19]2)[C:5]2[CH2:10][CH2:9][CH:8]([C:11]3[CH:16]=[CH:15][CH:14]=[CH:13][CH:12]=3)[C:6]=2[N:7]=1.[Cl:22][C:23]1[N:24]=[CH:25][N:26]([C:28]2[CH:34]=[CH:33][C:31]([NH2:32])=[CH:30][C:29]=2[O:35][CH3:36])[CH:27]=1.OS(O)(=O)=O.CCOC(C)=O. (2) Given the product [C:43]([O:47][C:48](=[O:58])[N:49]([C:51]1[CH:56]=[C:55]([C:33]2[CH:34]=[CH:35][C:36]([O:37][CH3:38])=[C:31]([CH2:30][N:15]([CH:12]3[CH2:13][CH2:14][CH:9]([N:8]([C:1]([O:3][C:4]([CH3:7])([CH3:6])[CH3:5])=[O:2])[CH3:42])[CH2:10][CH2:11]3)[C:16]([C:18]3[S:22][C:21]4[C:23]([F:28])=[CH:24][CH:25]=[C:26]([F:27])[C:20]=4[C:19]=3[Cl:29])=[O:17])[CH:32]=2)[CH:54]=[CH:53][N:52]=1)[CH3:50])([CH3:46])([CH3:44])[CH3:45], predict the reactants needed to synthesize it. The reactants are: [C:1]([N:8]([CH3:42])[CH:9]1[CH2:14][CH2:13][CH:12]([N:15]([CH2:30][C:31]2[CH:32]=[C:33](B(O)O)[CH:34]=[CH:35][C:36]=2[O:37][CH3:38])[C:16]([C:18]2[S:22][C:21]3[C:23]([F:28])=[CH:24][CH:25]=[C:26]([F:27])[C:20]=3[C:19]=2[Cl:29])=[O:17])[CH2:11][CH2:10]1)([O:3][C:4]([CH3:7])([CH3:6])[CH3:5])=[O:2].[C:43]([O:47][C:48](=[O:58])[N:49]([C:51]1[CH:56]=[C:55](Br)[CH:54]=[CH:53][N:52]=1)[CH3:50])([CH3:46])([CH3:45])[CH3:44].